This data is from Forward reaction prediction with 1.9M reactions from USPTO patents (1976-2016). The task is: Predict the product of the given reaction. (1) Given the reactants [Br:1][C:2]1[CH:3]=[C:4]([CH:20]=[CH:21][CH:22]=1)[CH2:5][N:6]1[C:14]2[C:13](=[O:15])[N:12]([CH3:16])[C:11](=[O:17])[N:10]([CH3:18])[C:9]=2[N:8]=[C:7]1[SH:19].Br[C:24]([CH3:34])([CH3:33])[C:25]([NH:27][CH:28]([CH2:31][CH3:32])[CH2:29][OH:30])=[O:26].C(=O)([O-])[O-].[K+].[K+], predict the reaction product. The product is: [Br:1][C:2]1[CH:3]=[C:4]([CH:20]=[CH:21][CH:22]=1)[CH2:5][N:6]1[C:14]2[C:13](=[O:15])[N:12]([CH3:16])[C:11](=[O:17])[N:10]([CH3:18])[C:9]=2[N:8]=[C:7]1[S:19][C:24]([CH3:33])([CH3:34])[C:25]([NH:27][CH:28]([CH2:31][CH3:32])[CH2:29][OH:30])=[O:26]. (2) Given the reactants [Br:1][C:2]1[C:11]2[C:6](=[CH:7][CH:8]=[CH:9][CH:10]=2)[C:5](=[O:12])[N:4]([C:13]2[CH:18]=[CH:17][C:16]([N+:19]([O-])=O)=[CH:15][CH:14]=2)[N:3]=1, predict the reaction product. The product is: [NH2:19][C:16]1[CH:17]=[CH:18][C:13]([N:4]2[N:3]=[C:2]([Br:1])[C:11]3[C:6](=[CH:7][CH:8]=[CH:9][CH:10]=3)[C:5]2=[O:12])=[CH:14][CH:15]=1. (3) Given the reactants [C:1]([N:5]([CH3:29])[C:6]([C:8]1[C:9]2[CH2:25][O:24][C:23]3[CH:22]=[C:21]([O:26][CH3:27])[C:20](Br)=[CH:19][C:18]=3[C:10]=2[N:11]([C:13]2[CH:17]=[CH:16][S:15][CH:14]=2)[N:12]=1)=[O:7])([CH3:4])([CH3:3])[CH3:2].B(O)O.ClCCl.C(=O)([O-])[O-].[Cs+].[Cs+].O1CCOCC1, predict the reaction product. The product is: [C:1]([N:5]([CH3:29])[C:6]([C:8]1[C:9]2[CH2:25][O:24][C:23]3[CH:22]=[C:21]([O:26][CH3:27])[CH:20]=[CH:19][C:18]=3[C:10]=2[N:11]([C:13]2[CH:17]=[CH:16][S:15][CH:14]=2)[N:12]=1)=[O:7])([CH3:4])([CH3:3])[CH3:2]. (4) Given the reactants [CH:1]1([NH:7][C:8]2[C:13]([C:14]([NH2:16])=[O:15])=[CH:12][N:11]=[C:10]3[N:17]([CH2:20][O:21][CH2:22][CH2:23][Si:24]([CH3:27])([CH3:26])[CH3:25])[CH:18]=[CH:19][C:9]=23)[CH2:6][CH2:5][CH2:4][CH2:3][CH2:2]1.[CH:28](OCC)(OCC)OCC.C(=O)([O-])O.[Na+], predict the reaction product. The product is: [CH:1]1([N:7]2[C:8]3[C:9]4[CH:19]=[CH:18][N:17]([CH2:20][O:21][CH2:22][CH2:23][Si:24]([CH3:27])([CH3:26])[CH3:25])[C:10]=4[N:11]=[CH:12][C:13]=3[C:14](=[O:15])[N:16]=[CH:28]2)[CH2:6][CH2:5][CH2:4][CH2:3][CH2:2]1. (5) Given the reactants Cl[C:2]1[N:7]=[CH:6][N:5]=[C:4]([NH:8][C:9]2[CH:14]=[CH:13][C:12]([P:15]([CH3:18])([CH3:17])=[O:16])=[CH:11][CH:10]=2)[CH:3]=1.[CH3:19][C:20]1[CH:21]=[C:22]([CH:24]=[C:25]([CH3:27])[CH:26]=1)[NH2:23], predict the reaction product. The product is: [CH3:19][C:20]1[CH:21]=[C:22]([NH:23][C:2]2[CH:3]=[C:4]([NH:8][C:9]3[CH:14]=[CH:13][C:12]([P:15]([CH3:18])([CH3:17])=[O:16])=[CH:11][CH:10]=3)[N:5]=[CH:6][N:7]=2)[CH:24]=[C:25]([CH3:27])[CH:26]=1. (6) Given the reactants CCCCCC.[Na].[C:8]([CH2:10][C:11]1[C:12]([C:17]#[N:18])=[N:13][CH:14]=[CH:15][CH:16]=1)#[N:9].[CH3:19][OH:20], predict the reaction product. The product is: [CH3:19][O:20][C:8]1[CH:10]=[C:11]2[C:12](=[C:17]([NH2:18])[N:9]=1)[N:13]=[CH:14][CH:15]=[CH:16]2.